This data is from Reaction yield outcomes from USPTO patents with 853,638 reactions. The task is: Predict the reaction yield, written as a fraction of the theoretical maximum amount of product (1.0 means a 100% yield; for example, 0.34 means a 34% yield). The reactants are [NH2:1][C:2]1[S:3][C:4]2[CH:10]=[CH:9][CH:8]=[C:7]([O:11][CH3:12])[C:5]=2[N:6]=1.[OH:13][C:14]1[N:19]=[C:18]([C:20](Cl)=[O:21])[CH:17]=[CH:16][CH:15]=1. No catalyst specified. The product is [CH3:12][O:11][C:7]1[C:5]2[N:6]=[C:2]([NH:1][C:20]([C:18]3[CH:17]=[CH:16][CH:15]=[C:14]([OH:13])[N:19]=3)=[O:21])[S:3][C:4]=2[CH:10]=[CH:9][CH:8]=1. The yield is 0.0500.